Dataset: Reaction yield outcomes from USPTO patents with 853,638 reactions. Task: Predict the reaction yield, written as a fraction of the theoretical maximum amount of product (1.0 means a 100% yield; for example, 0.34 means a 34% yield). (1) The reactants are O[C@H:2]1[CH2:7][N:6]([C:8](OC(C)(C)C)=[O:9])[C@H:5](C(N2CC=C(C3C=CC=CC=3)CC2)=O)[C@@H:4](C(OC)=O)[CH2:3]1.[OH:33][C@H:34]1[CH2:39][NH:38][C@H:37](C(O)=O)[C@@H:36]([C:43]([O:45]C)=O)[CH2:35]1.Cl.C1([C:54]2[CH2:55][CH2:56][NH:57][CH2:58][CH:59]=2)C=CC=CC=1.F[P-](F)(F)(F)(F)F.[N:67]1([O:76][P+](N(C)C)(N(C)C)N(C)C)C2C=CC=CC=2N=N1.CN(C)C=O.C(N(CC)[CH:96]([CH3:98])[CH3:97])(C)C.[CH2:101](Cl)Cl.[C:104](OC(OC(OC(C)(C)C)=O)=O)([CH3:107])(C)[CH3:105]. The catalyst is O. The product is [OH:76][NH:67][C:43]([C@H:36]1[CH2:35][C@H:34]([O:33][C:54]2[CH:59]=[CH:58][N:57]=[CH:56][CH:55]=2)[CH2:39][N:38]([CH3:101])[C@@H:37]1[C:8]([N:6]1[CH2:5][CH:4]=[C:3]([C:97]2[CH:96]=[CH:98][CH:107]=[CH:104][CH:105]=2)[CH2:2][CH2:7]1)=[O:9])=[O:45]. The yield is 0.519. (2) The reactants are [CH2:1]([N:8]1[CH:16]=[C:15]2[C:10]([CH:11]=[C:12]([C:17]3[CH:18]=[C:19]([CH:27]4[CH2:31][CH2:30][NH:29][CH2:28]4)[N:20]4[C:25]=3[C:24]([NH2:26])=[N:23][CH:22]=[N:21]4)[CH:13]=[CH:14]2)=[N:9]1)[C:2]1[CH:7]=[CH:6][CH:5]=[CH:4][CH:3]=1.[C:32]([O:36][C:37]([N:39]1[CH2:42][CH:41]([C:43](O)=[O:44])[CH2:40]1)=[O:38])([CH3:35])([CH3:34])[CH3:33].C(N(CC)CC)C. The catalyst is CN(C=O)C. The product is [NH2:26][C:24]1[C:25]2=[C:17]([C:12]3[CH:13]=[CH:14][C:15]4[C:10]([CH:11]=3)=[N:9][N:8]([CH2:1][C:2]3[CH:3]=[CH:4][CH:5]=[CH:6][CH:7]=3)[CH:16]=4)[CH:18]=[C:19]([CH:27]3[CH2:31][CH2:30][N:29]([C:43]([CH:41]4[CH2:42][N:39]([C:37]([O:36][C:32]([CH3:35])([CH3:34])[CH3:33])=[O:38])[CH2:40]4)=[O:44])[CH2:28]3)[N:20]2[N:21]=[CH:22][N:23]=1. The yield is 0.350.